Dataset: Full USPTO retrosynthesis dataset with 1.9M reactions from patents (1976-2016). Task: Predict the reactants needed to synthesize the given product. (1) Given the product [CH3:4][C:2]([Si:5]([CH3:23])([CH3:22])[O:6][CH2:7][C:8]1[N:12]2[CH:13]=[CH:14][CH:15]=[C:16]([CH:17]=[O:18])[C:11]2=[N:10][CH:9]=1)([CH3:1])[CH3:3], predict the reactants needed to synthesize it. The reactants are: [CH3:1][C:2]([Si:5]([CH3:23])([CH3:22])[O:6][CH2:7][C:8]1[N:12]2[CH:13]=[CH:14][CH:15]=[C:16]([C:17](OCC)=[O:18])[C:11]2=[N:10][CH:9]=1)([CH3:4])[CH3:3].[H-].C([Al+]CC(C)C)C(C)C. (2) The reactants are: FC(F)(F)S(O[C:7]1[CH:16]=[C:15]2[C:10]([CH:11]=[CH:12][C:13](=[O:17])[O:14]2)=[CH:9][CH:8]=1)(=O)=O.[CH2:20]([OH:24])[CH2:21][C:22]#[CH:23].C(N(CC)CC)C. Given the product [OH:24][CH2:20][CH2:21][C:22]#[C:23][C:7]1[CH:16]=[C:15]2[C:10]([CH:11]=[CH:12][C:13](=[O:17])[O:14]2)=[CH:9][CH:8]=1, predict the reactants needed to synthesize it. (3) Given the product [CH3:1][C:2]1[C:7]2[N:8]3[CH:13]=[C:12]([CH2:14][OH:15])[N:11]=[C:9]3[S:10][C:6]=2[CH:5]=[CH:4][CH:3]=1, predict the reactants needed to synthesize it. The reactants are: [CH3:1][C:2]1[C:7]2[N:8]3[CH:13]=[C:12]([C:14](OCC)=[O:15])[N:11]=[C:9]3[S:10][C:6]=2[CH:5]=[CH:4][CH:3]=1.[H-].[H-].[H-].[H-].[Li+].[Al+3]. (4) Given the product [NH2:23][CH2:22][C@H:3]1[C@@H:2]([OH:1])[CH2:6][N:5]([CH2:7][CH2:8][N:9]2[C:18]3[C:13](=[N:14][CH:15]=[C:16]([O:19][CH3:20])[CH:17]=3)[CH:12]=[CH:11][C:10]2=[O:21])[CH2:4]1, predict the reactants needed to synthesize it. The reactants are: [OH:1][C@H:2]1[CH2:6][N:5]([CH2:7][CH2:8][N:9]2[C:18]3[C:13](=[N:14][CH:15]=[C:16]([O:19][CH3:20])[CH:17]=3)[CH:12]=[CH:11][C:10]2=[O:21])[CH2:4][C@H:3]1[CH2:22][NH:23]C(=O)OCC1C=CC=CC=1.